Dataset: Experimentally validated miRNA-target interactions with 360,000+ pairs, plus equal number of negative samples. Task: Binary Classification. Given a miRNA mature sequence and a target amino acid sequence, predict their likelihood of interaction. (1) The protein sequence of the target gene is MLRPGGAEEAAQLPLRRASAPVPVPSPAAPDGSRASARLGLACLLLLLLLTLPARVDTSWWYIGALGARVICDNIPGLVSRQRQLCQRYPDIMRSVGEGAREWIRECQHQFRHHRWNCTTLDRDHTVFGRVMLRSSREAAFVYAISSAGVVHAITRACSQGELSVCSCDPYTRGRHHDQRGDFDWGGCSDNIHYGVRFAKAFVDAKEKRLKDARALMNLHNNRCGRTAVRRFLKLECKCHGVSGSCTLRTCWRALSDFRRTGDYLRRRYDGAVQVMATQDGANFTAARQGYRRATRTDLV.... The miRNA is hsa-miR-7151-3p with sequence CUACAGGCUGGAAUGGGCUCA. Result: 1 (interaction). (2) The miRNA is hsa-miR-4679 with sequence UCUGUGAUAGAGAUUCUUUGCU. The protein sequence of the target gene is MTEAALVEGQVKLRDGKKWKSRWLVLRKPSPVADCLLMLVYKDKSERIKGLRERSSLTLEDICGLEPGLPYEGLVHTLAIVCLSQAIMLGFDSHEAMCAWDARIRYALGEVHRFHVTVAPGTKLESGPATLHLCNDVLVLARDIPPAVTGQWKLSDLRRYGAVPSGFIFEGGTRCGYWAGVFFLSSAEGEQISFLFDCIVRGISPTKGPFGLRPVLPDPSPPGPSTVEERVAQEALETLQLEKRLSLLSHAGRPGSGGDDRSLSSSSSEASHLDVSASSRLTAWPEQSSSSASTSQEGPR.... Result: 0 (no interaction).